Dataset: Forward reaction prediction with 1.9M reactions from USPTO patents (1976-2016). Task: Predict the product of the given reaction. (1) Given the reactants CNC1N=C(C2C=CC=CN=2)C=C(C2C=NC=C(C3C=CC(C(N4CCN(C)CC4)=O)=CC=3)C=2)C=1.Br[C:37]1[CH:38]=[C:39]([C:43]2[CH:48]=[C:47]([C:49]([NH2:52])([CH3:51])[CH3:50])[N:46]=[C:45]([C:53]3[CH:58]=[CH:57][CH:56]=[CH:55][N:54]=3)[CH:44]=2)[CH:40]=[N:41][CH:42]=1.CN1CCN(C(C2C=CC(B3OC(C)(C)C(C)(C)O3)=CC=2)=O)CC1.[CH:83]([N:86]1[CH2:91][CH2:90][N:89]([CH2:92][C:93]2[CH:98]=[CH:97][C:96](B(O)O)=[CH:95][CH:94]=2)[CH2:88][CH2:87]1)([CH3:85])[CH3:84], predict the reaction product. The product is: [CH:83]([N:86]1[CH2:87][CH2:88][N:89]([CH2:92][C:93]2[CH:98]=[CH:97][C:96]([C:37]3[CH:38]=[C:39]([C:43]4[CH:48]=[C:47]([C:49]([NH2:52])([CH3:51])[CH3:50])[N:46]=[C:45]([C:53]5[CH:58]=[CH:57][CH:56]=[CH:55][N:54]=5)[CH:44]=4)[CH:40]=[N:41][CH:42]=3)=[CH:95][CH:94]=2)[CH2:90][CH2:91]1)([CH3:85])[CH3:84]. (2) Given the reactants C[Al](C)C.[Cl:5][C:6]1[CH:7]=[CH:8][C:9]([NH2:12])=[N:10][CH:11]=1.[Si:13]([O:20][CH:21]1[CH2:24][N:23]([CH2:25][C@H:26]([OH:31])[C:27](OC)=[O:28])[CH2:22]1)([C:16]([CH3:19])([CH3:18])[CH3:17])([CH3:15])[CH3:14], predict the reaction product. The product is: [Si:13]([O:20][CH:21]1[CH2:24][N:23]([CH2:25][C@H:26]([OH:31])[C:27]([NH:12][C:9]2[CH:8]=[CH:7][C:6]([Cl:5])=[CH:11][N:10]=2)=[O:28])[CH2:22]1)([C:16]([CH3:19])([CH3:18])[CH3:17])([CH3:15])[CH3:14]. (3) Given the reactants C[CH2:2][O:3][C:4]([CH3:6])=O.CCCCCC.CC([O-])(C)C.[K+].[Br:19][CH2:20][C:21]1[CH:30]=[CH:29][C:28]2[C:23](=[CH:24][CH:25]=C(CBr)[CH:27]=2)[CH:22]=1.O, predict the reaction product. The product is: [Br:19][CH2:20][C:21]1[CH:30]=[CH:29][C:28]2[C:23](=[CH:24][CH:25]=[C:6]([CH2:4][O:3][CH3:2])[CH:27]=2)[CH:22]=1. (4) Given the reactants Cl[C:2]1[N:7]2[N:8]=[CH:9][C:10]([C:11]3[C:16]([CH3:17])=[CH:15][C:14]([CH3:18])=[CH:13][C:12]=3[CH3:19])=[C:6]2[N:5]=[C:4]([CH3:20])[CH:3]=1.[CH2:21]([CH:23]([NH2:26])[CH2:24][CH3:25])[CH3:22], predict the reaction product. The product is: [CH2:21]([CH:23]([NH:26][C:2]1[N:7]2[N:8]=[CH:9][C:10]([C:11]3[C:16]([CH3:17])=[CH:15][C:14]([CH3:18])=[CH:13][C:12]=3[CH3:19])=[C:6]2[N:5]=[C:4]([CH3:20])[CH:3]=1)[CH2:24][CH3:25])[CH3:22]. (5) Given the reactants [Cl:1][C:2]1[CH:7]=[CH:6][N:5]=[C:4]([C:8]2[CH:13]=[CH:12][N:11]=[C:10]([NH:14][C:15]3[CH:16]=[C:17]4[C:21](=[CH:22][CH:23]=3)[CH2:20]N(CCN3CCN(C)C3=O)C4)[N:9]=2)[CH:3]=1.ClC1C=CN=C(C2C=CN=C(NC3C=C4C(=CC=3)CC([C:56](N3CCN(C)CC3)=[O:57])C4)N=2)C=1.CN(C)C(C1NC2C(C=1)=CC(NC1N=C(C3C=C(Cl)C=CN=3)C=CN=1)=CC=2C)=O.ClC1C=CN=C(C2C=CN=C(NC3C=C4C(C=C(C(O)=O)N4)=CC=3)N=2)C=1.ClC1C=CN=C(C2C=CN=C(NC3C=C4C(C=C(C(O)=O)N4C)=CC=3)N=2)C=1.ClC1C=CN=C(C2C=CN=C(NC3C=C4C(=CC=3)N(C)C(C(O)=O)=C4)N=2)C=1.CN(C)C(C1NC2C(C=1)=CC(NC1N=C(C3C=C(Cl)C=CN=3)C=CN=1)=CC=2Cl)=O.ClC1C=CN=C(C2C=CN=C(NC3C=C4C(=CC=3)NC(C(O)=O)=C4)N=2)C=1, predict the reaction product. The product is: [Cl:1][C:2]1[CH:7]=[CH:6][N:5]=[C:4]([C:8]2[CH:13]=[CH:12][N:11]=[C:10]([NH:14][C:15]3[CH:16]=[C:17]4[C:21](=[CH:22][CH:23]=3)[CH2:20][O:57][CH2:56]4)[N:9]=2)[CH:3]=1.